Regression. Given a peptide amino acid sequence and an MHC pseudo amino acid sequence, predict their binding affinity value. This is MHC class I binding data. From a dataset of Peptide-MHC class I binding affinity with 185,985 pairs from IEDB/IMGT. (1) The binding affinity (normalized) is 0.443. The peptide sequence is HTQGYFPDW. The MHC is HLA-B53:01 with pseudo-sequence HLA-B53:01. (2) The peptide sequence is GIADIRDKY. The MHC is HLA-A33:01 with pseudo-sequence HLA-A33:01. The binding affinity (normalized) is 0. (3) The peptide sequence is YLLMHLVSLY. The MHC is HLA-A31:01 with pseudo-sequence HLA-A31:01. The binding affinity (normalized) is 0.198. (4) The peptide sequence is RVQFIPGQR. The MHC is HLA-A68:02 with pseudo-sequence HLA-A68:02. The binding affinity (normalized) is 0.280. (5) The peptide sequence is SYRNFSFSL. The MHC is HLA-B83:01 with pseudo-sequence HLA-B83:01. The binding affinity (normalized) is 0.213.